This data is from Reaction yield outcomes from USPTO patents with 853,638 reactions. The task is: Predict the reaction yield, written as a fraction of the theoretical maximum amount of product (1.0 means a 100% yield; for example, 0.34 means a 34% yield). (1) The reactants are [CH3:1][C:2]1([CH3:20])[CH2:19][O:18][C:5]2([C:13]3[C:8](=[CH:9][CH:10]=[C:11]([N+:14]([O-:16])=[O:15])[CH:12]=3)[NH:7][C:6]2=[O:17])[O:4][CH2:3]1.[H-].[Na+].Br[CH2:24][C:25]([O:27][CH3:28])=[O:26]. The catalyst is CN(C=O)C. The product is [CH3:1][C:2]1([CH3:20])[CH2:3][O:4][C:5]2([C:13]3[C:8](=[CH:9][CH:10]=[C:11]([N+:14]([O-:16])=[O:15])[CH:12]=3)[N:7]([CH2:24][C:25]([O:27][CH3:28])=[O:26])[C:6]2=[O:17])[O:18][CH2:19]1. The yield is 0.840. (2) The reactants are [C:1]([O:4][C@H:5]1[CH2:9][C@H:8]([N:10]2[CH:18]=[N:17][C:16]3[C:11]2=[N:12][CH:13]=[N:14][C:15]=3N)[O:7][C@@H:6]1[CH2:20][O:21][Si:22]([C:25]([CH3:28])([CH3:27])[CH3:26])([CH3:24])[CH3:23])(=[O:3])[CH3:2].C[Si]([Br:33])(C)C.C(ON=O)(C)(C)C.C([O-])(O)=O.[Na+]. The catalyst is BrCBr.C(Cl)Cl. The product is [C:1]([O:4][C@H:5]1[CH2:9][C@H:8]([N:10]2[CH:18]=[N:17][C:16]3[C:11]2=[N:12][CH:13]=[N:14][C:15]=3[Br:33])[O:7][C@@H:6]1[CH2:20][O:21][Si:22]([C:25]([CH3:28])([CH3:27])[CH3:26])([CH3:24])[CH3:23])(=[O:3])[CH3:2]. The yield is 0.550. (3) The reactants are [CH2:1]([O:8][N:9]1[C:12]2([CH:17]=[CH:16][C:15](=[O:18])[CH:14]([O:19][Si:20]([C:23]([CH3:26])([CH3:25])[CH3:24])([CH3:22])[CH3:21])[CH:13]2[OH:27])[CH2:11][C:10]1=[O:28])[C:2]1[CH:7]=[CH:6][CH:5]=[CH:4][CH:3]=1.[CH3:29][O:30][C:31](C#N)=[O:32].C1N2C[CH2:42][N:37](CC2)C1. No catalyst specified. The product is [CH2:1]([O:8][N:9]1[C:12]2([CH:17]=[CH:16][C:15]([C:42]#[N:37])([O:18][C:31]([O:30][CH3:29])=[O:32])[CH:14]([O:19][Si:20]([C:23]([CH3:24])([CH3:25])[CH3:26])([CH3:21])[CH3:22])[CH:13]2[O:27][C:31]([O:30][CH3:29])=[O:32])[CH2:11][C:10]1=[O:28])[C:2]1[CH:7]=[CH:6][CH:5]=[CH:4][CH:3]=1. The yield is 0.860. (4) The reactants are [CH:1]([C:4]1[C:5]([O:33]COC)=[CH:6][C:7]([O:29]COC)=[C:8]([C:10]2[N:11]([C:16]3[CH:21]=[CH:20][C:19]([CH2:22][N:23]4[CH2:28][CH2:27][O:26][CH2:25][CH2:24]4)=[CH:18][CH:17]=3)[C:12](=[S:15])[NH:13][N:14]=2)[CH:9]=1)([CH3:3])[CH3:2].Cl.[OH-].[Na+]. The catalyst is C(O)C. The product is [CH:1]([C:4]1[CH:9]=[C:8]([C:10]2[N:11]([C:16]3[CH:21]=[CH:20][C:19]([CH2:22][N:23]4[CH2:28][CH2:27][O:26][CH2:25][CH2:24]4)=[CH:18][CH:17]=3)[C:12]([SH:15])=[N:13][N:14]=2)[C:7]([OH:29])=[CH:6][C:5]=1[OH:33])([CH3:3])[CH3:2]. The yield is 0.547. (5) The reactants are [CH2:1]([C@@:4]1([C:20]2[CH:25]=[CH:24][C:23]([F:26])=[CH:22][CH:21]=2)[O:9][C:8](=[O:10])[N:7]([C@H:11]([C:13]2[CH:18]=[CH:17][C:16]([Br:19])=[CH:15][CH:14]=2)[CH3:12])[CH2:6][CH2:5]1)[CH:2]=[CH2:3].C1C[O:30]CC1. No catalyst specified. The product is [Br:19][C:16]1[CH:17]=[CH:18][C:13]([C@@H:11]([N:7]2[CH2:6][CH2:5][C@@:4]([C:20]3[CH:21]=[CH:22][C:23]([F:26])=[CH:24][CH:25]=3)([CH2:1][CH2:2][CH2:3][OH:30])[O:9][C:8]2=[O:10])[CH3:12])=[CH:14][CH:15]=1. The yield is 0.920. (6) The reactants are [CH2:1]([O:8][C:9](=[O:22])[NH:10][CH2:11][CH2:12][CH2:13][CH2:14][C:15]1[CH:20]=[CH:19][C:18]([OH:21])=[CH:17][CH:16]=1)[C:2]1[CH:7]=[CH:6][CH:5]=[CH:4][CH:3]=1.Br[CH2:24][CH2:25][CH2:26][C:27]#[N:28].C(=O)([O-])[O-].[K+].[K+]. The catalyst is CN(C=O)C. The product is [CH2:1]([O:8][C:9](=[O:22])[NH:10][CH2:11][CH2:12][CH2:13][CH2:14][C:15]1[CH:20]=[CH:19][C:18]([O:21][CH2:24][CH2:25][CH2:26][C:27]#[N:28])=[CH:17][CH:16]=1)[C:2]1[CH:7]=[CH:6][CH:5]=[CH:4][CH:3]=1. The yield is 0.750. (7) The reactants are C1C=CC(P(C2C(C3C(P(C4C=CC=CC=4)C4C=CC=CC=4)=CC=C4C=3C=CC=C4)=C3C(C=CC=C3)=CC=2)C2C=CC=CC=2)=CC=1.Br[C:48]1[CH:49]=[CH:50][C:51]2[C:57]3[S:58][C:59]([C:61]([N:63]([C:65]4[CH:70]=[CH:69][CH:68]=[CH:67][C:66]=4[Cl:71])[CH3:64])=[O:62])=[CH:60][C:56]=3[CH2:55][CH2:54][O:53][C:52]=2[CH:72]=1.[C:73](=[NH:86])([C:80]1[CH:85]=[CH:84][CH:83]=[CH:82][CH:81]=1)[C:74]1[CH:79]=[CH:78][CH:77]=[CH:76][CH:75]=1.CC([O-])(C)C.[Na+]. The catalyst is C1C=CC(/C=C/C(/C=C/C2C=CC=CC=2)=O)=CC=1.C1C=CC(/C=C/C(/C=C/C2C=CC=CC=2)=O)=CC=1.C1C=CC(/C=C/C(/C=C/C2C=CC=CC=2)=O)=CC=1.[Pd].[Pd].C1(C)C=CC=CC=1. The product is [Cl:71][C:66]1[CH:67]=[CH:68][CH:69]=[CH:70][C:65]=1[N:63]([CH3:64])[C:61]([C:59]1[S:58][C:57]2[C:51]3[CH:50]=[CH:49][C:48]([N:86]=[C:73]([C:74]4[CH:79]=[CH:78][CH:77]=[CH:76][CH:75]=4)[C:80]4[CH:85]=[CH:84][CH:83]=[CH:82][CH:81]=4)=[CH:72][C:52]=3[O:53][CH2:54][CH2:55][C:56]=2[CH:60]=1)=[O:62]. The yield is 0.650.